The task is: Regression. Given a peptide amino acid sequence and an MHC pseudo amino acid sequence, predict their binding affinity value. This is MHC class I binding data.. This data is from Peptide-MHC class I binding affinity with 185,985 pairs from IEDB/IMGT. The peptide sequence is WANFKFRDLL. The MHC is H-2-Kb with pseudo-sequence H-2-Kb. The binding affinity (normalized) is 0.490.